The task is: Predict which catalyst facilitates the given reaction.. This data is from Catalyst prediction with 721,799 reactions and 888 catalyst types from USPTO. (1) Product: [N:26]1[CH:27]=[CH:28][N:29]=[CH:30][C:25]=1[C:3]#[C:2][CH2:1][N:4]([CH:12]1[CH2:13][CH2:14][N:15]([C:18](=[O:23])[C:19]([F:20])([F:21])[F:22])[CH2:16][CH2:17]1)[C:5](=[O:11])[O:6][C:7]([CH3:10])([CH3:9])[CH3:8]. The catalyst class is: 337. Reactant: [CH2:1]([N:4]([CH:12]1[CH2:17][CH2:16][N:15]([C:18](=[O:23])[C:19]([F:22])([F:21])[F:20])[CH2:14][CH2:13]1)[C:5](=[O:11])[O:6][C:7]([CH3:10])([CH3:9])[CH3:8])[C:2]#[CH:3].I[C:25]1[CH:30]=[N:29][CH:28]=[CH:27][N:26]=1. (2) Reactant: [N:1]1[CH:6]=[CH:5][C:4]([C@@H:7]([OH:10])[CH2:8][OH:9])=[CH:3][CH:2]=1.N1C=CN=C1.[C:16]([Si:20](Cl)([CH3:22])[CH3:21])([CH3:19])([CH3:18])[CH3:17].O. Product: [Si:20]([O:9][CH2:8][C@@H:7]([C:4]1[CH:5]=[CH:6][N:1]=[CH:2][CH:3]=1)[OH:10])([C:16]([CH3:19])([CH3:18])[CH3:17])([CH3:22])[CH3:21]. The catalyst class is: 3. (3) Reactant: [Br:1][C:2]1[N:7]=[C:6]([CH2:8][O:9]C(=O)C)[C:5]([OH:13])=[CH:4][CH:3]=1.[OH-].[Li+].Cl.[CH3:17]O. Product: [Br:1][C:2]1[N:7]=[C:6]([CH2:8][OH:9])[C:5]([O:13][CH3:17])=[CH:4][CH:3]=1. The catalyst class is: 7. (4) Reactant: Cl[C:2]1[C:7]([N+:8]([O-:10])=[O:9])=[C:6]([CH3:11])[CH:5]=[C:4]([CH3:12])[N:3]=1.[NH2:13][C:14]1[CH:19]=[CH:18][C:17]([CH2:20][CH2:21][C:22]([O:24]C)=[O:23])=[CH:16][CH:15]=1.C(N(CC)C(C)C)(C)C.[OH-].[Na+].Cl. Product: [CH3:11][C:6]1[CH:5]=[C:4]([CH3:12])[N:3]=[C:2]([NH:13][C:14]2[CH:15]=[CH:16][C:17]([CH2:20][CH2:21][C:22]([OH:24])=[O:23])=[CH:18][CH:19]=2)[C:7]=1[N+:8]([O-:10])=[O:9]. The catalyst class is: 376. (5) Reactant: [CH3:1][O:2][C:3]1[CH:4]=[C:5]2[C:10](=[CH:11][C:12]=1[O:13][CH3:14])[N:9]=[CH:8][CH:7]=[C:6]2[O:15][C:16]1[CH:22]=[CH:21][C:19]([NH2:20])=[C:18]([CH3:23])[C:17]=1[CH3:24].C1(C)C=CC=CC=1.C(N(CC)CC)C.ClC(Cl)(O[C:43](=[O:49])[O:44][C:45](Cl)(Cl)Cl)Cl.[F:51][C:52]1[CH:61]=[CH:60][CH:59]=[CH:58][C:53]=1[O:54][CH2:55]CO. Product: [CH3:1][O:2][C:3]1[CH:4]=[C:5]2[C:10](=[CH:11][C:12]=1[O:13][CH3:14])[N:9]=[CH:8][CH:7]=[C:6]2[O:15][C:16]1[CH:22]=[CH:21][C:19]([NH:20][C:43](=[O:49])[O:44][CH2:45][CH2:55][O:54][C:53]2[CH:58]=[CH:59][CH:60]=[CH:61][C:52]=2[F:51])=[C:18]([CH3:23])[C:17]=1[CH3:24]. The catalyst class is: 2.